The task is: Predict the reaction yield, written as a fraction of the theoretical maximum amount of product (1.0 means a 100% yield; for example, 0.34 means a 34% yield).. This data is from Reaction yield outcomes from USPTO patents with 853,638 reactions. (1) The reactants are C([O:4][CH2:5][CH2:6][C:7]1[CH:12]=[C:11]([F:13])[C:10]([N:14]2[C:19]([NH2:20])=[C:18]([C:21](=[O:29])[C:22]3[CH:27]=[CH:26][C:25]([F:28])=[CH:24][CH:23]=3)[CH:17]=[CH:16][C:15]2=[O:30])=[C:9]([F:31])[CH:8]=1)(=O)C. The catalyst is Cl. The product is [NH2:20][C:19]1[N:14]([C:10]2[C:11]([F:13])=[CH:12][C:7]([CH2:6][CH2:5][OH:4])=[CH:8][C:9]=2[F:31])[C:15](=[O:30])[CH:16]=[CH:17][C:18]=1[C:21](=[O:29])[C:22]1[CH:23]=[CH:24][C:25]([F:28])=[CH:26][CH:27]=1. The yield is 0.800. (2) The product is [CH3:1][C:2]1([CH3:22])[C:7]2[CH:8]=[C:9]([C:12]3[N:17]=[C:16]([CH2:18][C:19]#[N:20])[CH:15]=[CH:14][CH:13]=3)[CH:10]=[CH:11][C:6]=2[NH:5][C:4](=[S:32])[O:3]1. The catalyst is CC1C=CC(C)=CC=1. The yield is 0.480. The reactants are [CH3:1][C:2]1([CH3:22])[C:7]2[CH:8]=[C:9]([C:12]3[N:17]=[C:16]([CH2:18][C:19]#[N:20])[CH:15]=[CH:14][CH:13]=3)[CH:10]=[CH:11][C:6]=2[NH:5][C:4](=O)[O:3]1.COC1C=CC(P2(SP(C3C=CC(OC)=CC=3)(=S)S2)=[S:32])=CC=1. (3) The reactants are [Br:1][C:2]1[CH:7]=[CH:6][C:5](/C=C/C=O)=[CH:4][CH:3]=1.[Br:12][C:13]1[CH:18]=[CH:17][C:16]([NH:19][CH:20]([C:23]2[CH:28]=[CH:27][C:26]([C:29]([CH3:32])([CH3:31])[CH3:30])=[CH:25][CH:24]=2)[C:21]#N)=[CH:15][CH:14]=1.[OH-].[K+].[CH2:35](O)[CH3:36]. No catalyst specified. The product is [Br:12][C:13]1[CH:18]=[CH:17][C:16]([N:19]2[CH:36]=[CH:35][C:21]([C:5]3[CH:6]=[CH:7][C:2]([Br:1])=[CH:3][CH:4]=3)=[C:20]2[C:23]2[CH:28]=[CH:27][C:26]([C:29]([CH3:32])([CH3:31])[CH3:30])=[CH:25][CH:24]=2)=[CH:15][CH:14]=1. The yield is 0.100. (4) The product is [CH2:1]([O:3][C:4](=[O:22])[CH2:5][N:6]([CH2:7][CH2:8][NH:9][S:10]([C:13]1[S:14][C:15]2[CH:21]=[CH:20][CH:19]=[CH:18][C:16]=2[N:17]=1)(=[O:12])=[O:11])[C:41](=[O:42])[CH2:40][N:37]1[CH:36]=[N:35][C:34]2[C:33](=[O:44])[NH:32][C:31]([NH:30][C:28]([O:27][CH2:26][CH2:25][S:24][CH3:23])=[O:29])=[N:39][C:38]1=2)[CH3:2]. No catalyst specified. The yield is 0.750. The reactants are [CH2:1]([O:3][C:4](=[O:22])[CH2:5][NH:6][CH2:7][CH2:8][NH:9][S:10]([C:13]1[S:14][C:15]2[CH:21]=[CH:20][CH:19]=[CH:18][C:16]=2[N:17]=1)(=[O:12])=[O:11])[CH3:2].[CH3:23][S:24][CH2:25][CH2:26][O:27][C:28]([NH:30][C:31]1[NH:32][C:33](=[O:44])[C:34]2[N:35]=[CH:36][N:37]([CH2:40][C:41](O)=[O:42])[C:38]=2[N:39]=1)=[O:29].